This data is from Reaction yield outcomes from USPTO patents with 853,638 reactions. The task is: Predict the reaction yield, written as a fraction of the theoretical maximum amount of product (1.0 means a 100% yield; for example, 0.34 means a 34% yield). (1) The yield is 0.970. The product is [CH:1]1[S:2][CH:3]=[C:4]2[C:9]=1[CH:8]=[C:7]([C:10]([OH:12])=[O:11])[N:6]=[CH:5]2. The catalyst is CO.O. The reactants are [CH:1]1[S:2][CH:3]=[C:4]2[C:9]=1[CH:8]=[C:7]([C:10]([O:12]C)=[O:11])[N:6]=[CH:5]2.[OH-].[Na+]. (2) The reactants are [C:1]([O:5][C:6]([NH:8][C@H:9]1[CH2:14][CH2:13][CH2:12][N:11]([C:15]2[C:20](C(O)=O)=[CH:19][N:18]=[C:17]3[N:24]([CH2:27][C:28]4[CH:33]=[CH:32][C:31]([O:34][CH3:35])=[CH:30][CH:29]=4)[N:25]=[CH:26][C:16]=23)[CH2:10]1)=[O:7])([CH3:4])([CH3:3])[CH3:2].C1C=CC(OP([O:48][C:49]2C=CC=CC=2)(N=[N+]=[N-])=O)=CC=1.CC[N:57](C(C)C)C(C)C.[C:64]([OH:68])([CH3:67])([CH3:66])[CH3:65]. No catalyst specified. The product is [C:64]([O:68][C:49]([NH:57][C:20]1[C:15]([N:11]2[CH2:12][CH2:13][CH2:14][C@H:9]([NH:8][C:6](=[O:7])[O:5][C:1]([CH3:3])([CH3:2])[CH3:4])[CH2:10]2)=[C:16]2[CH:26]=[N:25][N:24]([CH2:27][C:28]3[CH:33]=[CH:32][C:31]([O:34][CH3:35])=[CH:30][CH:29]=3)[C:17]2=[N:18][CH:19]=1)=[O:48])([CH3:67])([CH3:66])[CH3:65]. The yield is 0.440. (3) The reactants are [Br-:1].[Br-:2].[Br-].[NH+]1C=CC=CC=1.[NH+]1C=CC=CC=1.[NH+]1C=CC=CC=1.[NH:22]1[C:30]2[C:25](=[CH:26][CH:27]=[CH:28][N:29]=2)[CH:24]=[CH:23]1.CC([OH:35])(C)C. No catalyst specified. The product is [Br:1][C:24]1([Br:2])[C:25]2[C:30](=[N:29][CH:28]=[CH:27][CH:26]=2)[NH:22][C:23]1=[O:35]. The yield is 0.750.